From a dataset of Catalyst prediction with 721,799 reactions and 888 catalyst types from USPTO. Predict which catalyst facilitates the given reaction. Product: [CH:31]([N:27]1[C:26]([C:20]2[N:19]=[C:18]3[C:17]4[CH:34]=[CH:35][C:14]([C@H:11]5[CH2:12][CH2:13][NH:8][CH2:9][C@H:10]5[OH:36])=[CH:15][C:16]=4[O:25][CH2:24][CH2:23][N:22]3[CH:21]=2)=[N:30][C:29]([CH3:38])=[N:28]1)([CH3:33])[CH3:32]. The catalyst class is: 71. Reactant: C(OC([N:8]1[CH2:13][CH2:12][C@H:11]([C:14]2[CH:35]=[CH:34][C:17]3[C:18]4[N:22]([CH2:23][CH2:24][O:25][C:16]=3[CH:15]=2)[CH:21]=[C:20]([C:26]2[N:27]([CH:31]([CH3:33])[CH3:32])[N:28]=[CH:29][N:30]=2)[N:19]=4)[C@H:10]([OH:36])[CH2:9]1)=O)(C)(C)C.Cl.[CH2:38](Cl)Cl.